This data is from Full USPTO retrosynthesis dataset with 1.9M reactions from patents (1976-2016). The task is: Predict the reactants needed to synthesize the given product. (1) Given the product [CH:14]1([CH2:13][O:12][C:7]2[C:2]([C:21]3[CH:22]=[CH:23][C:18]([F:17])=[CH:19][CH:20]=3)=[CH:3][C:4]([C:9]([NH:28][CH2:29][C:30]3([OH:35])[CH2:34][CH2:33][CH2:32][CH2:31]3)=[O:11])=[CH:5][N:6]=2)[CH2:16][CH2:15]1, predict the reactants needed to synthesize it. The reactants are: Br[C:2]1[CH:3]=[C:4]([C:9]([OH:11])=O)[CH:5]=[N:6][C:7]=1Cl.[OH:12][CH2:13][CH:14]1[CH2:16][CH2:15]1.[F:17][C:18]1[CH:23]=[CH:22][C:21](B(O)O)=[CH:20][CH:19]=1.Cl.[NH2:28][CH2:29][C:30]1([OH:35])[CH2:34][CH2:33][CH2:32][CH2:31]1. (2) Given the product [CH3:1][O:2][C:3]1[CH:8]=[CH:7][C:6]([O:9][CH3:10])=[CH:5][C:4]=1[C:24](=[O:25])[CH2:23][C:19]1[CH:20]=[CH:21][CH:22]=[C:17]([O:16][CH3:15])[CH:18]=1, predict the reactants needed to synthesize it. The reactants are: [CH3:1][O:2][C:3]1[CH:8]=[CH:7][C:6]([O:9][CH3:10])=[CH:5][CH:4]=1.[Al+3].[Cl-].[Cl-].[Cl-].[CH3:15][O:16][C:17]1[CH:18]=[C:19]([CH2:23][C:24](Cl)=[O:25])[CH:20]=[CH:21][CH:22]=1. (3) Given the product [Cl:1][C:2]1[CH:3]=[C:4]([C:9]#[C:10][CH:11]=[O:12])[CH:5]=[CH:6][C:7]=1[Cl:8], predict the reactants needed to synthesize it. The reactants are: [Cl:1][C:2]1[CH:3]=[C:4]([C:9]#[C:10][CH2:11][OH:12])[CH:5]=[CH:6][C:7]=1[Cl:8].CC(OI1(OC(C)=O)(OC(C)=O)OC(=O)C2C=CC=CC1=2)=O.C([O-])(O)=O.[Na+]. (4) Given the product [CH2:12]([O:10][C:8]1[CH:9]=[C:4]([C:2](=[O:3])[CH3:1])[CH:5]=[CH:6][CH:7]=1)[CH2:13][CH2:14][CH2:15][CH2:16][CH3:17], predict the reactants needed to synthesize it. The reactants are: [CH3:1][C:2]([C:4]1[CH:5]=[CH:6][CH:7]=[C:8]([OH:10])[CH:9]=1)=[O:3].Br[CH2:12][CH2:13][CH2:14][CH2:15][CH2:16][CH3:17].C(=O)([O-])[O-].[K+].[K+]. (5) Given the product [Br:16][C:17]1[C:22]2[CH:23]=[C:24]([CH3:26])[O:25][C:21]=2[C:20]([F:27])=[C:19]([F:28])[C:18]=1[OH:30], predict the reactants needed to synthesize it. The reactants are: [Li]CCCC.CC1(C)CCCC(C)(C)N1.[Br:16][C:17]1[C:22]2[CH:23]=[C:24]([CH3:26])[O:25][C:21]=2[C:20]([F:27])=[C:19]([F:28])[CH:18]=1.B(OC)(OC)[O:30]C.OO.Cl. (6) Given the product [CH3:1][C:2]1[CH:7]=[C:6]([N+:8]([O-:10])=[O:9])[CH:5]=[CH:4][C:3]=1[N:11]=[C:12]1[N:18]([CH2:17][CH:16]([CH2:19][CH3:20])[CH2:14][CH3:15])[C:23](=[O:24])[CH2:22][S:13]1, predict the reactants needed to synthesize it. The reactants are: [CH3:1][C:2]1[CH:7]=[C:6]([N+:8]([O-:10])=[O:9])[CH:5]=[CH:4][C:3]=1[N:11]=[C:12]=[S:13].[CH2:14]([CH:16]([CH2:19][CH3:20])[CH2:17][NH2:18])[CH3:15].Cl[CH2:22][C:23](O)=[O:24].